From a dataset of Retrosynthesis with 50K atom-mapped reactions and 10 reaction types from USPTO. Predict the reactants needed to synthesize the given product. (1) The reactants are: C=C(CC(=O)O)C(=O)O.CN1CCN(C)C1=O.C[C@@H](N)c1ccccc1. Given the product C[C@H](c1ccccc1)N1C[C@H](C(=O)O)CC1=O, predict the reactants needed to synthesize it. (2) Given the product COC(=O)c1nccnc1NCCSC(c1ccccc1)(c1ccccc1)c1ccccc1, predict the reactants needed to synthesize it. The reactants are: COC(=O)c1nccnc1Br.NCCSC(c1ccccc1)(c1ccccc1)c1ccccc1. (3) Given the product CCC(C)C(=O)OCC(=O)O[C@H]1[C@@H](CC)C[C@H]2[C@@H]3CCC4=CC(=O)CC[C@@H]4[C@H]3CC[C@]12C, predict the reactants needed to synthesize it. The reactants are: CCC(C)C(=O)O.CC[C@H]1C[C@H]2[C@@H]3CCC4=CC(=O)CC[C@@H]4[C@H]3CC[C@]2(C)[C@H]1OC(=O)CBr. (4) Given the product CC1(C)OB(c2ccc(COc3cc(C(F)(F)F)nc4c(C(F)(F)F)cccc34)cc2)OC1(C)C, predict the reactants needed to synthesize it. The reactants are: CC1(C)OB(c2ccc(CBr)cc2)OC1(C)C.Oc1cc(C(F)(F)F)nc2c(C(F)(F)F)cccc12. (5) Given the product CC[C@@H]1C[C@]1(NC(=O)[C@@H]1C[C@@H]2CN1C(=O)[C@H](C(C)(C)C)NC(=O)OCCCCCC=Cc1cccnc1O2)C(=O)NS(=O)(=O)C1CC1, predict the reactants needed to synthesize it. The reactants are: CC(C)(C)[C@@H]1NC(=O)OCCCCCC=Cc2cccnc2O[C@@H]2C[C@@H](C(=O)O)N(C2)C1=O.CC[C@@H]1C[C@]1(N)C(=O)NS(=O)(=O)C1CC1. (6) Given the product Cc1nn(C)cc1CN1CCN(c2nccnc2-c2ccc(Cl)cc2)CC1, predict the reactants needed to synthesize it. The reactants are: Cc1nn(C)cc1CN1CCN(c2nccnc2Cl)CC1.OB(O)c1ccc(Cl)cc1. (7) Given the product Cc1ccncc1C(=O)CN1c2nc(N3C[C@@H]4C[C@H]3CO4)cc(=O)n2CC[C@H]1C(F)(F)F, predict the reactants needed to synthesize it. The reactants are: C1O[C@@H]2CN[C@H]1C2.Cc1ccncc1C(=O)CN1c2nc(Cl)cc(=O)n2CC[C@H]1C(F)(F)F. (8) Given the product O=C(O)CCC1(S(=O)(=O)c2ccc3ccccc3c2)CC1, predict the reactants needed to synthesize it. The reactants are: COC(=O)CCC1(S(=O)(=O)c2ccc3ccccc3c2)CC1. (9) Given the product CC(C)C(=O)Nc1cccc(C2CCN(CC[C@H](NC(=O)c3cccs3)c3ccccc3)CC2)c1, predict the reactants needed to synthesize it. The reactants are: CC(C)C(=O)Nc1cccc(C2CCN(CC[C@H](N)c3ccccc3)CC2)c1.O=C(Cl)c1cccs1. (10) Given the product CN(CCCCCCC1=C(c2cccc(O)c2)CCCc2cc(O)ccc21)CCCCS(=O)CCCC(F)(F)C(F)(F)F, predict the reactants needed to synthesize it. The reactants are: CNCCCCS(=O)CCCC(F)(F)C(F)(F)F.Oc1cccc(C2=C(CCCCCCBr)c3ccc(O)cc3CCC2)c1.